Task: Predict the reactants needed to synthesize the given product.. Dataset: Full USPTO retrosynthesis dataset with 1.9M reactions from patents (1976-2016) Given the product [Cl:16][C:17]1[CH:22]=[CH:21][C:20]([C:2]2[CH:11]=[N:10][CH:9]=[C:8]3[C:3]=2[CH:4]=[C:5]([C:13]([NH2:15])=[O:14])[C:6]([CH3:12])=[N:7]3)=[CH:19][CH:18]=1, predict the reactants needed to synthesize it. The reactants are: Br[C:2]1[CH:11]=[N:10][CH:9]=[C:8]2[C:3]=1[CH:4]=[C:5]([C:13]([NH2:15])=[O:14])[C:6]([CH3:12])=[N:7]2.[Cl:16][C:17]1[CH:22]=[CH:21][C:20](B(O)O)=[CH:19][CH:18]=1.C(=O)([O-])[O-].[Cs+].[Cs+].